Regression/Classification. Given a drug SMILES string, predict its toxicity properties. Task type varies by dataset: regression for continuous values (e.g., LD50, hERG inhibition percentage) or binary classification for toxic/non-toxic outcomes (e.g., AMES mutagenicity, cardiotoxicity, hepatotoxicity). Dataset: ames. From a dataset of Ames mutagenicity test results for genotoxicity prediction. (1) The drug is Cn1cncc1[N+](=O)[O-]. The result is 1 (mutagenic). (2) The drug is C=CCNC(N)=S. The result is 0 (non-mutagenic).